Dataset: Catalyst prediction with 721,799 reactions and 888 catalyst types from USPTO. Task: Predict which catalyst facilitates the given reaction. (1) Reactant: Br[CH2:2][C:3]1[CH:4]=[C:5]([C:10]2[C:11]([CH3:24])=[CH:12][C:13]([O:16][CH2:17][CH2:18][CH2:19][S:20]([CH3:23])(=[O:22])=[O:21])=[N:14][CH:15]=2)[CH:6]=[CH:7][C:8]=1[F:9].[OH:25][C:26]1[N:31]=[CH:30][C:29]2[CH:32]3[CH:35]([C:36]([O:38][CH2:39][CH3:40])=[O:37])[CH:33]3[CH2:34][C:28]=2[CH:27]=1. Product: [CH2:39]([O:38][C:36]([CH:35]1[CH:33]2[CH2:34][C:28]3[CH:27]=[C:26]([O:25][CH2:2][C:3]4[CH:4]=[C:5]([C:10]5[CH:15]=[N:14][C:13]([O:16][CH2:17][CH2:18][CH2:19][S:20]([CH3:23])(=[O:22])=[O:21])=[CH:12][C:11]=5[CH3:24])[CH:6]=[CH:7][C:8]=4[F:9])[N:31]=[CH:30][C:29]=3[CH:32]12)=[O:37])[CH3:40]. The catalyst class is: 11. (2) The catalyst class is: 24. Product: [O:1]1[C:9]2[CH:8]=[C:7]([C:10]([OH:12])=[O:11])[N:6]=[CH:5][C:4]=2[CH:3]=[CH:2]1. Reactant: [O:1]1[C:9]2[CH:8]=[C:7]([C:10]([O:12]C)=[O:11])[N:6]=[CH:5][C:4]=2[CH:3]=[CH:2]1.[OH-].[Na+]. (3) Reactant: [N:1]1([CH2:7][C:8]2[CH:9]=[C:10]([CH:21]=[CH:22][CH:23]=2)[C:11]([NH:13][C:14]([CH3:20])([CH3:19])[C:15]([F:18])([F:17])[F:16])=[O:12])[CH2:6][CH2:5][NH:4][CH2:3][CH2:2]1.[NH2:24][C:25]1[CH:33]=[CH:32][C:28]([C:29](O)=[O:30])=[CH:27][CH:26]=1.C(N(CC)CC)C.CCCP1(OP(CCC)(=O)OP(CCC)(=O)O1)=O. Product: [NH2:24][C:25]1[CH:33]=[CH:32][C:28]([C:29]([N:4]2[CH2:5][CH2:6][N:1]([CH2:7][C:8]3[CH:9]=[C:10]([CH:21]=[CH:22][CH:23]=3)[C:11]([NH:13][C:14]([CH3:20])([CH3:19])[C:15]([F:16])([F:18])[F:17])=[O:12])[CH2:2][CH2:3]2)=[O:30])=[CH:27][CH:26]=1. The catalyst class is: 4. (4) Reactant: C([O:3][C:4](=O)[CH2:5][N:6]1[CH:10]=[C:9]([C:11]2[CH:12]=[N:13][C:14]([Cl:17])=[CH:15][CH:16]=2)[N:8]=[N:7]1)C.[H-].C([Al+]CC(C)C)C(C)C. Product: [Cl:17][C:14]1[N:13]=[CH:12][C:11]([C:9]2[N:8]=[N:7][N:6]([CH2:5][CH2:4][OH:3])[CH:10]=2)=[CH:16][CH:15]=1. The catalyst class is: 1. (5) Reactant: [CH3:1][O:2][C:3]1[CH:10]=[CH:9][C:8]([N+:11]([O-])=O)=[CH:7][C:4]=1[CH2:5][OH:6].Cl[Sn]Cl.O.[OH-].[Na+]. Product: [OH:6][CH2:5][C:4]1[CH:7]=[C:8]([CH:9]=[CH:10][C:3]=1[O:2][CH3:1])[NH2:11].[NH2:11][C:8]1[CH:9]=[CH:10][CH:3]=[CH:4][CH:7]=1. The catalyst class is: 14. (6) Reactant: [CH2:1]([N:3]([CH2:5][C:6]1[CH:7]=[C:8]([CH:12]=[C:13]([CH3:15])[CH:14]=1)[C:9]([OH:11])=O)[CH3:4])[CH3:2].CCN(C(C)C)C(C)C.C1CN([P+](ON2N=NC3C=CC=CC2=3)(N2CCCC2)N2CCCC2)CC1.F[P-](F)(F)(F)(F)F.[CH2:58]([O:65][C:66]1[C:75]([CH3:76])=[CH:74][C:69]([C:70]([NH:72][NH2:73])=O)=[CH:68][C:67]=1[CH2:77][CH3:78])[C:59]1[CH:64]=[CH:63][CH:62]=[CH:61][CH:60]=1.CC[N+](S(N=C(OC)[O-])(=O)=O)(CC)CC. Product: [CH2:58]([O:65][C:66]1[C:75]([CH3:76])=[CH:74][C:69]([C:70]2[O:11][C:9]([C:8]3[CH:7]=[C:6]([CH:14]=[C:13]([CH3:15])[CH:12]=3)[CH2:5][N:3]([CH2:1][CH3:2])[CH3:4])=[N:73][N:72]=2)=[CH:68][C:67]=1[CH2:77][CH3:78])[C:59]1[CH:60]=[CH:61][CH:62]=[CH:63][CH:64]=1. The catalyst class is: 721.